Dataset: Full USPTO retrosynthesis dataset with 1.9M reactions from patents (1976-2016). Task: Predict the reactants needed to synthesize the given product. (1) Given the product [CH2:40]([NH:44][C:25](=[O:27])[CH2:24][CH2:23][CH2:22][O:21][C:8]1[CH:9]=[CH:10][C:11]2[C:12]([CH2:16][C:17]([CH3:20])([CH3:19])[CH3:18])=[N:13][O:14][C:15]=2[C:7]=1[CH2:4][CH2:5][CH3:6])[CH2:41][CH2:42][CH3:43], predict the reactants needed to synthesize it. The reactants are: C(Cl)Cl.[CH2:4]([C:7]1[C:15]2[O:14][N:13]=[C:12]([CH2:16][C:17]([CH3:20])([CH3:19])[CH3:18])[C:11]=2[CH:10]=[CH:9][C:8]=1[O:21][CH2:22][CH2:23][CH2:24][C:25]([OH:27])=O)[CH2:5][CH3:6].C1N=CN(C(N2C=NC=C2)=O)C=1.[CH2:40]([NH2:44])[CH2:41][CH2:42][CH3:43]. (2) Given the product [ClH:24].[CH3:16][NH:15][CH:12]1[CH2:11][CH2:10][N:9]([C:6]2[N:7]=[N:8][C:3]([C:1]#[N:2])=[CH:4][CH:5]=2)[CH2:14][CH2:13]1, predict the reactants needed to synthesize it. The reactants are: [C:1]([C:3]1[N:8]=[N:7][C:6]([N:9]2[CH2:14][CH2:13][CH:12]([N:15](C)[C:16](=O)OC(C)(C)C)[CH2:11][CH2:10]2)=[CH:5][CH:4]=1)#[N:2].[ClH:24].CCOC(C)=O. (3) Given the product [CH3:6][C:7]1[CH:15]=[C:14]2[C:10]([C:11]([C:16]3[CH:17]=[CH:18][CH:19]=[CH:20][CH:21]=3)=[N:12][NH:13]2)=[CH:9][C:8]=1[N+:1]([O-:4])=[O:2], predict the reactants needed to synthesize it. The reactants are: [N+:1]([O-:4])([O-])=[O:2].[K+].[CH3:6][C:7]1[CH:15]=[C:14]2[C:10]([C:11]([C:16]3[CH:21]=[CH:20][CH:19]=[CH:18][CH:17]=3)=[N:12][NH:13]2)=[CH:9][CH:8]=1.S(=O)(=O)(O)O. (4) The reactants are: [CH3:1][O:2][C:3]1[CH:4]=[C:5]2[C:10](=[CH:11][C:12]=1[O:13][CH3:14])[N:9]=[CH:8][CH:7]=[C:6]2[NH:15][C:16]1[CH:21]=[CH:20][C:19]([NH2:22])=[CH:18][CH:17]=1.[F:23][C:24]1[CH:29]=[CH:28][C:27]([N:30]2[C:35](=[O:36])[C:34]([C:37](O)=[O:38])=[N:33][N:32]([CH:40]([CH3:42])[CH3:41])[C:31]2=[O:43])=[CH:26][CH:25]=1. Given the product [CH3:1][O:2][C:3]1[CH:4]=[C:5]2[C:10](=[CH:11][C:12]=1[O:13][CH3:14])[N:9]=[CH:8][CH:7]=[C:6]2[NH:15][C:16]1[CH:17]=[CH:18][C:19]([NH:22][C:37]([C:34]2[C:35](=[O:36])[N:30]([C:27]3[CH:26]=[CH:25][C:24]([F:23])=[CH:29][CH:28]=3)[C:31](=[O:43])[N:32]([CH:40]([CH3:42])[CH3:41])[N:33]=2)=[O:38])=[CH:20][CH:21]=1, predict the reactants needed to synthesize it. (5) Given the product [F:21][CH:20]([F:22])[N:17]1[C:5]2[C:6]([O:8][C@@H:9]([C@H:11]3[CH2:15][NH:14][C:13](=[O:16])[CH2:12]3)[CH3:10])=[N:7][C:2]([C:32]3[CH:31]=[CH:30][C:29]([N:26]4[CH2:25][CH2:24][O:23][CH2:28][CH2:27]4)=[CH:34][CH:33]=3)=[CH:3][C:4]=2[N:19]=[CH:18]1, predict the reactants needed to synthesize it. The reactants are: Cl[C:2]1[N:7]=[C:6]([O:8][C@@H:9]([C@H:11]2[CH2:15][NH:14][C:13](=[O:16])[CH2:12]2)[CH3:10])[C:5]2[N:17]([CH:20]([F:22])[F:21])[CH:18]=[N:19][C:4]=2[CH:3]=1.[O:23]1[CH2:28][CH2:27][N:26]([C:29]2[CH:34]=[CH:33][C:32](B(O)O)=[CH:31][CH:30]=2)[CH2:25][CH2:24]1.[O-]P([O-])([O-])=O.[K+].[K+].[K+]. (6) Given the product [O:15]1[CH:16]=[CH:17][CH:18]=[C:14]1[C:11]1[CH:12]=[CH:13][C:8]2[N:7]=[C:22]([C:24]3[CH:25]=[C:26]([CH:27]=[CH:28][CH:29]=3)[C:30]#[N:31])[CH2:21][C:20](=[O:32])[NH:19][C:9]=2[CH:10]=1, predict the reactants needed to synthesize it. The reactants are: C(OC(=O)[NH:7][C:8]1[CH:13]=[CH:12][C:11]([C:14]2[O:15][CH:16]=[CH:17][CH:18]=2)=[CH:10][C:9]=1[NH:19][C:20](=[O:32])[CH2:21][C:22]([C:24]1[CH:29]=[CH:28][CH:27]=[C:26]([C:30]#[N:31])[CH:25]=1)=O)(C)(C)C.C(O)(C(F)(F)F)=O. (7) The reactants are: [C:1]1([N:7]=[C:8]([S:15][CH:16]([CH3:22])[CH:17]([CH2:20][CH3:21])[CH2:18][CH3:19])[C:9]#[C:10][Si](C)(C)C)[CH:6]=[CH:5][CH:4]=[CH:3][CH:2]=1.C(=O)([O-])[O-].[K+].[K+].[F:29][C:30]1[CH:35]=[CH:34][C:33]([SH:36])=[CH:32][CH:31]=1. Given the product [F:29][C:30]1[CH:35]=[CH:34][C:33]([S:36][CH:10]=[CH:9][C:8](=[N:7][C:1]2[CH:6]=[CH:5][CH:4]=[CH:3][CH:2]=2)[S:15][CH:16]([CH3:22])[CH:17]([CH2:20][CH3:21])[CH2:18][CH3:19])=[CH:32][CH:31]=1, predict the reactants needed to synthesize it.